From a dataset of Experimentally validated miRNA-target interactions with 360,000+ pairs, plus equal number of negative samples. Binary Classification. Given a miRNA mature sequence and a target amino acid sequence, predict their likelihood of interaction. The miRNA is hsa-miR-127-5p with sequence CUGAAGCUCAGAGGGCUCUGAU. The protein sequence of the target gene is MSLTVVSMACVGFFLLQGAWPLMGGQDKPFLSARPSTVVPRGGHVALQCHYRRGFNNFMLYKEDRSHVPIFHGRIFQESFIMGPVTPAHAGTYRCRGSRPHSLTGWSAPSNPLVIMVTGNHRKPSLLAHPGPLLKSGETVILQCWSDVMFEHFFLHREGISEDPSRLVGQIHDGVSKANFSIGPLMPVLAGTYRCYGSVPHSPYQLSAPSDPLDIVITGLYEKPSLSAQPGPTVQAGENVTLSCSSWSSYDIYHLSREGEAHERRLRAVPKVNRTFQADFPLGPATHGGTYRCFGSFRAL.... Result: 0 (no interaction).